Dataset: Reaction yield outcomes from USPTO patents with 853,638 reactions. Task: Predict the reaction yield, written as a fraction of the theoretical maximum amount of product (1.0 means a 100% yield; for example, 0.34 means a 34% yield). The reactants are [NH2:1][C:2]1[N:7]=[C:6]([Cl:8])[CH:5]=[C:4]([Cl:9])[N:3]=1.[H-].[Na+].[F:12][C:13]([F:24])([F:23])[C:14]1[CH:19]=[CH:18][C:17]([N:20]=[C:21]=[O:22])=[CH:16][CH:15]=1.Cl. The catalyst is C1COCC1.CCOCC.C(OCC)(=O)C. The product is [Cl:9][C:4]1[CH:5]=[C:6]([Cl:8])[N:7]=[C:2]([NH:1][C:21](=[O:22])[NH:20][C:17]2[CH:18]=[CH:19][C:14]([C:13]([F:12])([F:24])[F:23])=[CH:15][CH:16]=2)[N:3]=1. The yield is 0.300.